Predict the reactants needed to synthesize the given product. From a dataset of Full USPTO retrosynthesis dataset with 1.9M reactions from patents (1976-2016). (1) Given the product [OH:1][C:2]1([CH:16]2[CH2:21][CH2:20][CH2:19][CH2:18][N:17]2[C:22]([O:24][C:25]([CH3:28])([CH3:27])[CH3:26])=[O:23])[CH2:3][NH:4][CH2:5]1, predict the reactants needed to synthesize it. The reactants are: [OH:1][C:2]1([CH:16]2[CH2:21][CH2:20][CH2:19][CH2:18][N:17]2[C:22]([O:24][C:25]([CH3:28])([CH3:27])[CH3:26])=[O:23])[CH2:5][N:4](C(OCC2C=CC=CC=2)=O)[CH2:3]1. (2) Given the product [N:1]1[CH:6]=[CH:5][C:4]([N:7]2[CH2:8][CH2:9][N:10]([CH:14]([CH3:27])[CH2:15][N:16]3[C:17](=[O:26])[C:18]4[C:19](=[CH:22][CH:23]=[CH:24][CH:25]=4)[C:20]3=[O:21])[CH2:11][CH2:12]2)=[CH:3][CH:2]=1, predict the reactants needed to synthesize it. The reactants are: [N:1]1[CH:6]=[CH:5][C:4]([N:7]2[CH2:12][CH2:11][NH:10][CH2:9][CH2:8]2)=[CH:3][CH:2]=1.Br[CH:14]([CH3:27])[CH2:15][N:16]1[C:20](=[O:21])[C:19]2=[CH:22][CH:23]=[CH:24][CH:25]=[C:18]2[C:17]1=[O:26].